Dataset: Peptide-MHC class II binding affinity with 134,281 pairs from IEDB. Task: Regression. Given a peptide amino acid sequence and an MHC pseudo amino acid sequence, predict their binding affinity value. This is MHC class II binding data. The peptide sequence is MSWQTYVDEHLMCEI. The MHC is HLA-DQA10401-DQB10402 with pseudo-sequence HLA-DQA10401-DQB10402. The binding affinity (normalized) is 0.321.